Dataset: Full USPTO retrosynthesis dataset with 1.9M reactions from patents (1976-2016). Task: Predict the reactants needed to synthesize the given product. Given the product [C:1]1([C:7]2[CH:11]=[CH:10][C:9](=[C:23]([C:24]3[CH:29]=[CH:28][CH:27]=[CH:26][CH:25]=3)[C:31]3[CH:36]=[CH:35][CH:34]=[CH:33][CH:32]=3)[CH:8]=2)[CH:6]=[CH:5][CH:4]=[CH:3][CH:2]=1, predict the reactants needed to synthesize it. The reactants are: [C:1]1([C:7]2[CH2:11][CH:10]=[CH:9][CH:8]=2)[CH:6]=[CH:5][CH:4]=[CH:3][CH:2]=1.CCCCCC.C([Li])CCC.[C:23]([C:31]1[CH:36]=[CH:35][CH:34]=[CH:33][CH:32]=1)(=O)[C:24]1[CH:29]=[CH:28][CH:27]=[CH:26][CH:25]=1.